This data is from HIV replication inhibition screening data with 41,000+ compounds from the AIDS Antiviral Screen. The task is: Binary Classification. Given a drug SMILES string, predict its activity (active/inactive) in a high-throughput screening assay against a specified biological target. (1) The compound is O=C(NCC=CBr)NC1CCNc2ccccc21. The result is 0 (inactive). (2) The molecule is O=S(=O)(OC1=CCCCCCC1)C(F)(F)F. The result is 0 (inactive). (3) The molecule is CCOC(=O)C=CCC(C)(C)CCOC(C)=O. The result is 0 (inactive). (4) The compound is Cc1c2ccccc2n[c-](CSCCO)[n+]1=O. The result is 0 (inactive). (5) The drug is CC1=[O+][V-]2(=O)([O+]=C(C)C1)[O+]=C(C)CC(C)=[O+]2. The result is 0 (inactive). (6) The molecule is COCC1C(=O)c2cc3c(cc2C12C=CC1(C=C2)OCCO1)OCO3. The result is 0 (inactive).